This data is from TCR-epitope binding with 47,182 pairs between 192 epitopes and 23,139 TCRs. The task is: Binary Classification. Given a T-cell receptor sequence (or CDR3 region) and an epitope sequence, predict whether binding occurs between them. (1) The epitope is ILKEPVHGV. The TCR CDR3 sequence is CASSYPWTSGRGEQFF. Result: 0 (the TCR does not bind to the epitope). (2) The epitope is RPHERNGFTVL. The TCR CDR3 sequence is CASSLTSDGISPLHF. Result: 0 (the TCR does not bind to the epitope). (3) The epitope is LEPLVDLPI. The TCR CDR3 sequence is CASSQGRSSYNEQFF. Result: 1 (the TCR binds to the epitope).